Dataset: Full USPTO retrosynthesis dataset with 1.9M reactions from patents (1976-2016). Task: Predict the reactants needed to synthesize the given product. (1) Given the product [Br:18][C:16]1[CH:17]=[C:12]([C:11]2[O:20][C:6]([CH3:7])=[N:9][N:10]=2)[C:13]([NH2:19])=[N:14][CH:15]=1, predict the reactants needed to synthesize it. The reactants are: C(Cl)(Cl)(Cl)Cl.[C:6]([NH:9][NH:10][C:11](=[O:20])[C:12]1[CH:17]=[C:16]([Br:18])[CH:15]=[N:14][C:13]=1[NH2:19])(=O)[CH3:7].C1(P(C2C=CC=CC=2)C2C=CC=CC=2)C=CC=CC=1.C1CCN2C(=NCCC2)CC1. (2) Given the product [ClH:38].[CH2:33]([N:5]([CH2:6][C@H:7]1[CH2:12][CH2:11][CH2:10][N:9]([C:13]2[C:22]3[C:17](=[CH:18][C:19]([CH3:23])=[CH:20][CH:21]=3)[N:16]=[C:15]([C:24]3[C:29]([OH:30])=[CH:28][CH:27]=[CH:26][C:25]=3[F:31])[N:14]=2)[CH2:8]1)[C:4](=[O:32])[OH:3])[CH3:34], predict the reactants needed to synthesize it. The reactants are: C([O:3][C:4](=[O:32])[NH:5][CH2:6][C@@H:7]1[CH2:12][CH2:11][CH2:10][N:9]([C:13]2[C:22]3[C:17](=[CH:18][C:19]([CH3:23])=[CH:20][CH:21]=3)[N:16]=[C:15]([C:24]3[C:29]([OH:30])=[CH:28][CH:27]=[CH:26][C:25]=3[F:31])[N:14]=2)[CH2:8]1)C.[CH3:33][CH2:34]OCC.[ClH:38]. (3) The reactants are: [CH2:1]([C@H:8]([NH:29][C:30](=[O:36])[O:31][C:32]([CH3:35])([CH3:34])[CH3:33])[C:9](=[O:28])[N:10]1[C:18]2[C:13](=[CH:14][C:15](B3OC(C)(C)C(C)(C)O3)=[CH:16][CH:17]=2)[CH2:12][CH2:11]1)[C:2]1[CH:7]=[CH:6][CH:5]=[CH:4][CH:3]=1.Cl[C:38]1[CH:43]=[CH:42][N:41]=[C:40]([NH2:44])[N:39]=1.C(=O)([O-])[O-].[Na+].[Na+].O. Given the product [C:32]([O:31][C:30](=[O:36])[NH:29][C@@H:8]([CH2:1][C:2]1[CH:7]=[CH:6][CH:5]=[CH:4][CH:3]=1)[C:9]([N:10]1[C:18]2[C:13](=[CH:14][C:15]([C:38]3[CH:43]=[CH:42][N:41]=[C:40]([NH2:44])[N:39]=3)=[CH:16][CH:17]=2)[CH2:12][CH2:11]1)=[O:28])([CH3:34])([CH3:35])[CH3:33], predict the reactants needed to synthesize it. (4) Given the product [ClH:1].[CH3:25][O:26][C:27]1[CH:32]=[CH:31][CH:30]=[CH:29][C:28]=1[C:2]1[CH:7]=[CH:6][N:5]=[C:4]2[NH:8][C:9]([C:11]3[CH:16]=[CH:15][C:14]([C:17]([N:19]4[CH2:24][CH2:23][O:22][CH2:21][CH2:20]4)=[O:18])=[CH:13][CH:12]=3)=[N:10][C:3]=12, predict the reactants needed to synthesize it. The reactants are: [Cl:1][C:2]1[CH:7]=[CH:6][N:5]=[C:4]2[NH:8][C:9]([C:11]3[CH:16]=[CH:15][C:14]([C:17]([N:19]4[CH2:24][CH2:23][O:22][CH2:21][CH2:20]4)=[O:18])=[CH:13][CH:12]=3)=[N:10][C:3]=12.[CH3:25][O:26][C:27]1[CH:32]=[C:31](OC)[CH:30]=[CH:29][C:28]=1B(O)O.C(=O)([O-])[O-].[Na+].[Na+]. (5) Given the product [C:1]([C:3]1[CH:4]=[CH:5][C:6]([CH2:7][N:8]([CH2:9][C@@H:10]([OH:27])[C@@H:11]([NH:19][C:20](=[O:26])[O:21][C:22]([CH3:25])([CH3:23])[CH3:24])[CH2:12][CH:13]2[CH2:18][CH2:17][CH2:16][CH2:15][CH2:14]2)[C:30]([O:32][CH2:33][CH2:34][Si:35]([CH3:38])([CH3:37])[CH3:36])=[O:31])=[CH:28][CH:29]=1)#[N:2], predict the reactants needed to synthesize it. The reactants are: [C:1]([C:3]1[CH:29]=[CH:28][C:6]([CH2:7][NH:8][CH2:9][C@@H:10]([OH:27])[C@@H:11]([NH:19][C:20](=[O:26])[O:21][C:22]([CH3:25])([CH3:24])[CH3:23])[CH2:12][CH:13]2[CH2:18][CH2:17][CH2:16][CH2:15][CH2:14]2)=[CH:5][CH:4]=1)#[N:2].[C:30](ON1C(=O)CCC1=O)([O:32][CH2:33][CH2:34][Si:35]([CH3:38])([CH3:37])[CH3:36])=[O:31].CCN(CC)CC. (6) Given the product [Si:28]([O:35][CH2:36][C@@H:37]1[C@H:44]2[O:43][C:42]([CH3:46])([CH3:45])[O:41][C@H:40]2[C@H:39]([N:1]2[CH:8]=[CH:7][C:5](=[O:6])[NH:4][C:2]2=[O:3])[S:38]1)([C:31]([CH3:34])([CH3:32])[CH3:33])([CH3:29])[CH3:30], predict the reactants needed to synthesize it. The reactants are: [NH:1]1[CH:8]=[CH:7][C:5](=[O:6])[NH:4][C:2]1=[O:3].C(N(CC)CC)C.FC(F)(F)S(O[Si](C)(C)C)(=O)=O.[Si:28]([O:35][CH2:36][C@@H:37]1[C@@H:44]2[C@@H:40]([O:41][C:42]([CH3:46])([CH3:45])[O:43]2)[CH2:39][S@:38]1=O)([C:31]([CH3:34])([CH3:33])[CH3:32])([CH3:30])[CH3:29]. (7) Given the product [C:33](=[O:34])([O:35][C:36]1[CH:41]=[CH:40][CH:39]=[CH:38][CH:37]=1)[O:31][C:10]1([C:9]2[C:4]([O:3][CH2:1][CH3:2])=[N:5][CH:6]=[CH:7][CH:8]=2)[C:18]2[C:13](=[CH:14][CH:15]=[C:16]([C:19]#[N:20])[CH:17]=2)[N:12]([S:21]([C:24]2[CH:29]=[CH:28][CH:27]=[CH:26][CH:25]=2)(=[O:23])=[O:22])[C:11]1=[O:30], predict the reactants needed to synthesize it. The reactants are: [CH2:1]([O:3][C:4]1[C:9]([C:10]2([OH:31])[C:18]3[C:13](=[CH:14][CH:15]=[C:16]([C:19]#[N:20])[CH:17]=3)[N:12]([S:21]([C:24]3[CH:29]=[CH:28][CH:27]=[CH:26][CH:25]=3)(=[O:23])=[O:22])[C:11]2=[O:30])=[CH:8][CH:7]=[CH:6][N:5]=1)[CH3:2].Cl[C:33]([O:35][C:36]1[CH:41]=[CH:40][CH:39]=[CH:38][CH:37]=1)=[O:34].